From a dataset of Full USPTO retrosynthesis dataset with 1.9M reactions from patents (1976-2016). Predict the reactants needed to synthesize the given product. (1) Given the product [Br:1][C:2]1[C:11]2[C:6](=[CH:7][CH:8]=[CH:9][CH:10]=2)[C:5]([C:17](=[O:19])[CH3:18])=[C:4]([OH:12])[CH:3]=1, predict the reactants needed to synthesize it. The reactants are: [Br:1][C:2]1[C:11]2[C:6](=[CH:7][CH:8]=[CH:9][CH:10]=2)[CH:5]=[C:4]([OH:12])[CH:3]=1.[Cl-].[Al+3].[Cl-].[Cl-].[C:17](Cl)(=[O:19])[CH3:18]. (2) Given the product [Cl:1][C:2]1[N:7]=[C:6]([NH:16][NH2:17])[CH:5]=[CH:4][N:3]=1, predict the reactants needed to synthesize it. The reactants are: [Cl:1][C:2]1[N:7]=[C:6](Cl)[CH:5]=[CH:4][N:3]=1.C(N(CC)CC)C.[NH2:16][NH2:17].O. (3) Given the product [NH2:1][C:2]1[C:7]([C:8]#[N:9])=[C:6]([NH:10][C@H:11]([C:13]2[N:17]([CH:18]3[CH2:20][CH2:19]3)[C:16]3[C:21]([C:32]4[CH:37]=[CH:36][CH:35]=[CH:34][N:33]=4)=[C:22]([F:25])[CH:23]=[CH:24][C:15]=3[N:14]=2)[CH3:12])[N:5]=[CH:4][N:3]=1, predict the reactants needed to synthesize it. The reactants are: [NH2:1][C:2]1[C:7]([C:8]#[N:9])=[C:6]([NH:10][C@H:11]([C:13]2[N:17]([CH:18]3[CH2:20][CH2:19]3)[C:16]3[C:21](Br)=[C:22]([F:25])[CH:23]=[CH:24][C:15]=3[N:14]=2)[CH3:12])[N:5]=[CH:4][N:3]=1.C([Sn](CCCC)(CCCC)[C:32]1[CH:37]=[CH:36][CH:35]=[CH:34][N:33]=1)CCC. (4) Given the product [C:1]([O:4][O:5][C:6]1[CH:11]=[C:10]([Br:12])[C:9]([O:13][C:14]2[CH:19]=[CH:18][C:17]([NH2:20])=[CH:16][CH:15]=2)=[C:8]([Br:23])[C:7]=1[CH2:24][CH3:25])(=[O:3])[CH3:2], predict the reactants needed to synthesize it. The reactants are: [C:1]([O:4][O:5][C:6]1[CH:11]=[C:10]([Br:12])[C:9]([O:13][C:14]2[CH:19]=[CH:18][C:17]([N+:20]([O-])=O)=[CH:16][CH:15]=2)=[C:8]([Br:23])[C:7]=1[CH2:24][CH3:25])(=[O:3])[CH3:2].C(O)C. (5) Given the product [O:3]=[C:2]([C:29]1[C:26]2[CH:27]=[N:22][CH:31]=[CH:32][C:25]=2[NH:24][CH:30]=1)[C:1]([NH2:36])=[O:5], predict the reactants needed to synthesize it. The reactants are: [C:1]([O-:5])(=O)[CH:2]=[O:3].N.O1CCOCC1.C(OP(O[N:22]1[C:27](=O)[C:26]2[CH:29]=[CH:30][CH:31]=[CH:32][C:25]=2[N:24]=N1)(OCC)=O)C.C([N:36](C(C)C)CC)(C)C. (6) Given the product [OH:21][C:15]1[C:14]2[C:19](=[CH:20][C:11]([O:10][CH2:9][CH2:8][N:1]3[CH2:6][CH2:5][O:4][CH2:3][CH2:2]3)=[C:12]([O:22][CH3:23])[CH:13]=2)[N:18]=[CH:17][N:16]=1, predict the reactants needed to synthesize it. The reactants are: [NH:1]1[CH2:6][CH2:5][O:4][CH2:3][CH2:2]1.Cl[CH2:8][CH2:9][O:10][C:11]1[CH:20]=[C:19]2[C:14]([C:15]([OH:21])=[N:16][CH:17]=[N:18]2)=[CH:13][C:12]=1[O:22][CH3:23].